Dataset: Full USPTO retrosynthesis dataset with 1.9M reactions from patents (1976-2016). Task: Predict the reactants needed to synthesize the given product. Given the product [CH2:39]([O:41][C:42](=[O:45])[CH:43]=[CH:44][C:2]1[C:6]2[CH:7]=[C:8]([CH:11]=[O:12])[CH:9]=[CH:10][C:5]=2[O:4][CH:3]=1)[CH3:40], predict the reactants needed to synthesize it. The reactants are: Br[C:2]1[C:6]2[CH:7]=[C:8]([CH:11]=[O:12])[CH:9]=[CH:10][C:5]=2[O:4][CH:3]=1.C1C=CC(P(C2C=CC=CC=2)C2C=CC=CC=2)=CC=1.CCN(CC)CC.[CH2:39]([O:41][C:42](=[O:45])[CH:43]=[CH2:44])[CH3:40].